Predict the reactants needed to synthesize the given product. From a dataset of Full USPTO retrosynthesis dataset with 1.9M reactions from patents (1976-2016). (1) The reactants are: O.NN.[CH2:4]([O:6][P:7]([CH2:12][CH2:13][CH2:14][CH2:15][CH2:16][CH2:17][N:18]1C(=O)C2=CC=CC=C2C1=O)(=[O:11])[O:8][CH2:9][CH3:10])[CH3:5]. Given the product [CH2:9]([O:8][P:7]([CH2:12][CH2:13][CH2:14][CH2:15][CH2:16][CH2:17][NH2:18])(=[O:11])[O:6][CH2:4][CH3:5])[CH3:10], predict the reactants needed to synthesize it. (2) Given the product [CH3:1][O:2][C:3](=[O:16])[CH2:4][CH2:5][C:6]1[CH:11]=[C:10]([CH3:12])[C:9]([CH:13]2[O:19][CH2:18][CH2:17][O:14]2)=[C:8]([CH3:15])[CH:7]=1, predict the reactants needed to synthesize it. The reactants are: [CH3:1][O:2][C:3](=[O:16])[CH2:4][CH2:5][C:6]1[CH:11]=[C:10]([CH3:12])[C:9]([CH:13]=[O:14])=[C:8]([CH3:15])[CH:7]=1.[CH2:17](O)[CH2:18][OH:19].CC1C=CC(S(O)(=O)=O)=CC=1.O. (3) Given the product [F:8][C:9]1[CH:10]=[C:11]([C:16]2[CH:17]=[CH:18][C:19](=[O:38])[N:20]([CH2:22][C:23]3[CH:28]=[CH:27][CH:26]=[C:25]([C:29]4[N:33]=[C:32]([N:5]5[CH2:6][CH2:7][N:2]([CH3:1])[CH2:3][CH2:4]5)[O:31][N:30]=4)[CH:24]=3)[N:21]=2)[CH:12]=[C:13]([F:15])[CH:14]=1.[F:8][C:9]1[CH:10]=[C:11]([C:16]2[CH:17]=[CH:18][C:19](=[O:38])[N:20]([CH2:22][C:23]3[CH:28]=[CH:27][CH:26]=[C:25]([C:29]4[N:33]=[C:32]([C:34]([N:5]5[CH2:6][CH2:7][N:2]([CH3:1])[CH2:3][CH2:4]5)=[O:42])[O:31][N:30]=4)[CH:24]=3)[N:21]=2)[CH:12]=[C:13]([F:15])[CH:14]=1.[CH:43]([O-:42])=[O:31], predict the reactants needed to synthesize it. The reactants are: [CH3:1][N:2]1[CH2:7][CH2:6][NH:5][CH2:4][CH2:3]1.[F:8][C:9]1[CH:10]=[C:11]([C:16]2[CH:17]=[CH:18][C:19](=[O:38])[N:20]([CH2:22][C:23]3[CH:28]=[CH:27][CH:26]=[C:25]([C:29]4[N:33]=[C:32]([C:34](Cl)(Cl)Cl)[O:31][N:30]=4)[CH:24]=3)[N:21]=2)[CH:12]=[C:13]([F:15])[CH:14]=1.C1[CH2:43][O:42]CC1. (4) Given the product [OH:11][C:4]1[C:5]([O:9][CH3:10])=[CH:6][C:7]([C:12]2([C:7]3[CH:6]=[C:5]([O:9][CH3:10])[C:4]([OH:11])=[C:3]([O:2][CH3:1])[CH:8]=3)[C:13]3[C:14](=[CH:18][CH:19]=[CH:20][CH:21]=3)[C:15](=[O:16])[O:17]2)=[CH:8][C:3]=1[O:2][CH3:1], predict the reactants needed to synthesize it. The reactants are: [CH3:1][O:2][C:3]1[CH:8]=[CH:7][CH:6]=[C:5]([O:9][CH3:10])[C:4]=1[OH:11].[C:12]1(=O)[O:17][C:15](=[O:16])[C:14]2=[CH:18][CH:19]=[CH:20][CH:21]=[C:13]12. (5) Given the product [CH3:1][C:2]1[NH:3][C:4]2[C:9]([C:10]=1[CH3:11])=[CH:8][C:7]([O:12][C:13]1[C:22]3[C:17](=[CH:18][C:19]([O:25][CH2:27][CH2:28][N:29]4[CH2:34][CH2:33][O:32][CH2:31][CH2:30]4)=[C:20]([O:23][CH3:24])[CH:21]=3)[N:16]=[CH:15][N:14]=1)=[CH:6][CH:5]=2, predict the reactants needed to synthesize it. The reactants are: [CH3:1][C:2]1[NH:3][C:4]2[C:9]([C:10]=1[CH3:11])=[CH:8][C:7]([O:12][C:13]1[C:22]3[C:17](=[CH:18][C:19]([OH:25])=[C:20]([O:23][CH3:24])[CH:21]=3)[N:16]=[CH:15][N:14]=1)=[CH:6][CH:5]=2.O[CH2:27][CH2:28][N:29]1[CH2:34][CH2:33][O:32][CH2:31][CH2:30]1. (6) Given the product [CH:35]1([NH:34][C:32](=[O:33])[NH:31][C:28]2[CH:29]=[CH:30][C:25]([O:24][C:21]3[CH:20]=[CH:19][N:18]=[C:17]4[CH:16]=[C:15]([C:12]5[N:13]=[CH:14][C:9]([CH2:8][N:5]6[CH2:6][CH2:7][CH:2]([NH:1][C:46](=[O:47])[NH:45][CH2:44][C:42]([O:41][CH2:39][CH3:40])=[O:43])[CH2:3][CH2:4]6)=[CH:10][CH:11]=5)[S:23][C:22]=34)=[C:26]([F:38])[CH:27]=2)[CH2:36][CH2:37]1, predict the reactants needed to synthesize it. The reactants are: [NH2:1][CH:2]1[CH2:7][CH2:6][N:5]([CH2:8][C:9]2[CH:10]=[CH:11][C:12]([C:15]3[S:23][C:22]4[C:17](=[N:18][CH:19]=[CH:20][C:21]=4[O:24][C:25]4[CH:30]=[CH:29][C:28]([NH:31][C:32]([NH:34][CH:35]5[CH2:37][CH2:36]5)=[O:33])=[CH:27][C:26]=4[F:38])[CH:16]=3)=[N:13][CH:14]=2)[CH2:4][CH2:3]1.[CH2:39]([O:41][C:42]([CH2:44][N:45]=[C:46]=[O:47])=[O:43])[CH3:40].CN(C=O)C. (7) Given the product [Cl:16][C:2]1[CH:11]=[N:10][C:9]2[C:4](=[CH:5][CH:6]=[C:7]([C:12]#[N:13])[CH:8]=2)[N:3]=1, predict the reactants needed to synthesize it. The reactants are: O=[C:2]1[CH:11]=[N:10][C:9]2[C:4](=[CH:5][CH:6]=[C:7]([C:12]#[N:13])[CH:8]=2)[NH:3]1.O=P(Cl)(Cl)[Cl:16].